Dataset: Full USPTO retrosynthesis dataset with 1.9M reactions from patents (1976-2016). Task: Predict the reactants needed to synthesize the given product. (1) The reactants are: [NH:1]1[CH2:5][CH2:4][C@@H:3]([O:6][C@H:7]2[CH2:12][CH2:11][C@H:10]([CH2:13][C:14]([O:16][CH3:17])=[O:15])[CH2:9][CH2:8]2)[CH2:2]1.[F:18][C:19]1[CH:20]=[CH:21][C:22]2[N:26]=[C:25]([C:27]3[CH:28]=[N:29][C:30](F)=[CH:31][CH:32]=3)[NH:24][C:23]=2[CH:34]=1.C(=O)(O)[O-].[Na+].O. Given the product [F:18][C:19]1[CH:20]=[CH:21][C:22]2[NH:26][C:25]([C:27]3[CH:32]=[CH:31][C:30]([N:1]4[CH2:5][CH2:4][C@@H:3]([O:6][C@H:7]5[CH2:8][CH2:9][C@H:10]([CH2:13][C:14]([O:16][CH3:17])=[O:15])[CH2:11][CH2:12]5)[CH2:2]4)=[N:29][CH:28]=3)=[N:24][C:23]=2[CH:34]=1, predict the reactants needed to synthesize it. (2) Given the product [CH2:1]([NH:6][C:15](=[O:16])[O:17][CH2:18][Cl:19])[CH2:2][CH2:3][CH2:4][CH3:5], predict the reactants needed to synthesize it. The reactants are: [CH2:1]([NH2:6])[CH2:2][CH2:3][CH2:4][CH3:5].C(N(CC)CC)C.Cl[C:15]([O:17][CH2:18][Cl:19])=[O:16].Cl. (3) Given the product [Cl:3][C:4]1[CH:5]=[C:6]([CH:7]=[CH:8][CH:9]=1)[O:10][C:12]1[C:21]2[C:16](=[CH:17][C:18]([O:24][CH3:25])=[C:19]([O:22][CH3:23])[CH:20]=2)[N:15]=[CH:14][N:13]=1, predict the reactants needed to synthesize it. The reactants are: [H-].[Na+].[Cl:3][C:4]1[CH:5]=[C:6]([OH:10])[CH:7]=[CH:8][CH:9]=1.Cl[C:12]1[C:21]2[C:16](=[CH:17][C:18]([O:24][CH3:25])=[C:19]([O:22][CH3:23])[CH:20]=2)[N:15]=[CH:14][N:13]=1.CCOC(C)=O. (4) Given the product [N:27]1[CH:32]=[CH:31][C:30]([CH2:33][C:34]([NH:1][C:2]2[CH:3]=[C:4]([C:8]3[C:16]4[C:11](=[CH:12][CH:13]=[C:14]([C:17]([NH2:19])=[O:18])[CH:15]=4)[NH:10][N:9]=3)[CH:5]=[CH:6][CH:7]=2)=[O:35])=[CH:29][CH:28]=1, predict the reactants needed to synthesize it. The reactants are: [NH2:1][C:2]1[CH:3]=[C:4]([C:8]2[C:16]3[C:11](=[CH:12][CH:13]=[C:14]([C:17]([NH2:19])=[O:18])[CH:15]=3)[N:10](C3CCCCO3)[N:9]=2)[CH:5]=[CH:6][CH:7]=1.Cl.[N:27]1[CH:32]=[CH:31][C:30]([CH2:33][C:34](O)=[O:35])=[CH:29][CH:28]=1.CCN=C=NCCCN(C)C.